From a dataset of Experimentally validated miRNA-target interactions with 360,000+ pairs, plus equal number of negative samples. Binary Classification. Given a miRNA mature sequence and a target amino acid sequence, predict their likelihood of interaction. The miRNA is hsa-miR-3118 with sequence UGUGACUGCAUUAUGAAAAUUCU. The protein sequence of the target gene is MAVFDTPEEAFGVLRPVCVQLTKTQTVENVEHLQTRLQAVSDSALQELQQYILFPLRFTLKTPGPKRERLIQSVVECLTFVLSSTCVKEQELLQELFSELSACLYSPSSQKPAAVSEELKLAVIQGLSTLMHSAYGDIILTFYEPSILPRLGFAVSLLLGLAEQEKSKQIKIAALKCLQVLLLQCDCQDHPRSLDELEQKQLGDLFASFLPGISTALTRLITGDFKQGHSIVVSSLKIFYKTVSFIMADEQLKRISKVQAKPAVEHRVAELMVYREADWVKKTGDKLTILIKKIIECVSV.... Result: 0 (no interaction).